From a dataset of CYP1A2 inhibition data for predicting drug metabolism from PubChem BioAssay. Regression/Classification. Given a drug SMILES string, predict its absorption, distribution, metabolism, or excretion properties. Task type varies by dataset: regression for continuous measurements (e.g., permeability, clearance, half-life) or binary classification for categorical outcomes (e.g., BBB penetration, CYP inhibition). Dataset: cyp1a2_veith. (1) The molecule is O=c1cnc2cnc(N3CCOCC3)nc2n1Cc1ccc(F)cc1. The result is 1 (inhibitor). (2) The compound is CNC(=O)C(=O)c1cc(C)n(-c2ccc(N3CCOCC3)c(Cl)c2)c1C. The result is 0 (non-inhibitor). (3) The molecule is Nc1ncnc2c([C@@H]3O[C@@H](CO)[C@H](O)[C@@H]3O)nsc12. The result is 0 (non-inhibitor). (4) The result is 0 (non-inhibitor). The drug is NC(=O)C1(NC(=O)[C@@H]2CC3(CC(c4cccc(NC(=O)c5cc([N+](=O)[O-])cc([N+](=O)[O-])c5)c4)=NO3)CN2C(=O)c2ccccc2)CC1. (5) The molecule is c1ccc(Nc2nc(-c3ccc4c(c3)OCO4)nc3ccccc23)cc1. The result is 1 (inhibitor).